Dataset: Forward reaction prediction with 1.9M reactions from USPTO patents (1976-2016). Task: Predict the product of the given reaction. (1) The product is: [CH3:8][C:3]1[C:4](=[O:7])[CH2:5][CH2:6][C:2]=1[C:11]1[CH:10]=[N:9][CH:14]=[CH:13][CH:12]=1. Given the reactants Br[C:2]1[CH2:6][CH2:5][C:4](=[O:7])[C:3]=1[CH3:8].[N:9]1[CH:14]=[CH:13][CH:12]=[C:11](B(O)O)[CH:10]=1, predict the reaction product. (2) The product is: [Br-:34].[CH:9]1([C@:7]([OH:8])([C:1]2[CH:6]=[CH:5][CH:4]=[CH:3][CH:2]=2)[C:15]2[O:16][C:17]([CH2:20][N+:21]([CH3:23])([CH3:22])[CH2:33][CH2:32][CH2:31][O:24][C:25]3[CH:30]=[CH:29][CH:28]=[CH:27][CH:26]=3)=[CH:18][N:19]=2)[CH2:14][CH2:13][CH2:12][CH2:11][CH2:10]1. Given the reactants [CH:1]1([C@@:7]([C:15]2[O:16][C:17]([CH2:20][N:21]([CH3:23])[CH3:22])=[CH:18][N:19]=2)([C:9]2[CH:14]=[CH:13][CH:12]=[CH:11][CH:10]=2)[OH:8])[CH2:6][CH2:5][CH2:4][CH2:3][CH2:2]1.[O:24]([CH2:31][CH2:32][CH2:33][Br:34])[C:25]1[CH:30]=[CH:29][CH:28]=[CH:27][CH:26]=1, predict the reaction product. (3) Given the reactants [C:1]([O:7][C:8]([CH3:11])([CH3:10])[CH3:9])(=[O:6])[CH2:2][C:3]([CH3:5])=[O:4].[H-].[Na+].C([Li])CCC.Br[CH2:20][C:21]1[CH:26]=[CH:25][C:24]([C:27]2[CH:32]=[CH:31][CH:30]=[CH:29][CH:28]=2)=[CH:23][CH:22]=1.Cl, predict the reaction product. The product is: [C:8]([O:7][C:1](=[O:6])[CH2:2][C:3](=[O:4])[CH2:5][CH2:20][C:21]1[CH:26]=[CH:25][C:24]([C:27]2[CH:28]=[CH:29][CH:30]=[CH:31][CH:32]=2)=[CH:23][CH:22]=1)([CH3:11])([CH3:10])[CH3:9]. (4) Given the reactants [NH:1]1[CH2:6][CH2:5][CH:4]([C:7]#[N:8])[CH2:3][CH2:2]1.C(=O)([O-])[O-].[K+].[K+].[Cl:15][CH2:16][C:17](Cl)=[O:18], predict the reaction product. The product is: [Cl:15][CH2:16][C:17]([N:1]1[CH2:6][CH2:5][CH:4]([C:7]#[N:8])[CH2:3][CH2:2]1)=[O:18]. (5) Given the reactants FC1C=C(C[C@H](NC(=O)CN2C3CCCCC=3C(C(F)(F)F)=N2)C2N(C3C=CC(OC)=CC=3)C=CN=2)C=C(F)C=1.Cl.[Cl:42][C:43]1[CH:48]=[CH:47][C:46]([C:49]2[O:50][C:51]([CH:54]([NH2:64])[CH2:55][C:56]3[CH:61]=[C:60]([F:62])[CH:59]=[C:58]([F:63])[CH:57]=3)=[CH:52][N:53]=2)=[CH:45][CH:44]=1.[CH3:65][O:66][C:67]1[N:72]=[C:71]2[C:73]([CH2:76][C:77](O)=[O:78])=[CH:74][NH:75][C:70]2=[CH:69][CH:68]=1, predict the reaction product. The product is: [Cl:42][C:43]1[CH:48]=[CH:47][C:46]([C:49]2[O:50][C:51]([CH:54]([NH:64][C:77](=[O:78])[CH2:76][C:73]3[C:71]4=[N:72][C:67]([O:66][CH3:65])=[CH:68][CH:69]=[C:70]4[NH:75][CH:74]=3)[CH2:55][C:56]3[CH:61]=[C:60]([F:62])[CH:59]=[C:58]([F:63])[CH:57]=3)=[CH:52][N:53]=2)=[CH:45][CH:44]=1. (6) Given the reactants [N+:1]([C:4]1[CH:9]=[CH:8][CH:7]=[CH:6][C:5]=1[NH:10][C:11]1[CH:19]=[CH:18][CH:17]=[CH:16][C:12]=1[C:13]([OH:15])=[O:14])([O-:3])=[O:2].OS(O)(=O)=O.O.[OH-].[Na+].[CH3:28]O, predict the reaction product. The product is: [CH3:28][O:14][C:13](=[O:15])[C:12]1[CH:16]=[CH:17][CH:18]=[CH:19][C:11]=1[NH:10][C:5]1[CH:6]=[CH:7][CH:8]=[CH:9][C:4]=1[N+:1]([O-:3])=[O:2]. (7) Given the reactants Cl.[O:2]([CH2:9][C@@H:10]1[CH2:14][CH2:13][CH2:12][N:11]1[S:15]([C:18]1[CH:26]=[CH:25][C:24]2[N:23]3[CH2:27][CH2:28][CH2:29][N:30]=[C:22]3[C:21]3(OCCC[O:31]3)[C:20]=2[CH:19]=1)(=[O:17])=[O:16])[C:3]1[CH:8]=[CH:7][CH:6]=[CH:5][CH:4]=1.[NH4+].[OH-], predict the reaction product. The product is: [O:2]([CH2:9][C@@H:10]1[CH2:14][CH2:13][CH2:12][N:11]1[S:15]([C:18]1[CH:26]=[CH:25][C:24]2[N:23]3[CH2:27][CH2:28][CH2:29][N:30]=[C:22]3[C:21](=[O:31])[C:20]=2[CH:19]=1)(=[O:17])=[O:16])[C:3]1[CH:8]=[CH:7][CH:6]=[CH:5][CH:4]=1. (8) Given the reactants [C:1]1([C:7]2[CH:12]=[C:11]([C:13]3[N:17]4[CH:18]=[CH:19][C:20]([CH:22]5[CH2:27][CH2:26][NH:25][CH2:24][CH2:23]5)=[CH:21][C:16]4=[N:15][CH:14]=3)[CH:10]=[CH:9][N:8]=2)[CH:6]=[CH:5][CH:4]=[CH:3][CH:2]=1.[CH3:28][C:29]([CH3:31])=O.C(O)(=O)C.C(O[BH-](OC(=O)C)OC(=O)C)(=O)C.[Na+], predict the reaction product. The product is: [CH:29]([N:25]1[CH2:26][CH2:27][CH:22]([C:20]2[CH:19]=[CH:18][N:17]3[C:13]([C:11]4[CH:10]=[CH:9][N:8]=[C:7]([C:1]5[CH:6]=[CH:5][CH:4]=[CH:3][CH:2]=5)[CH:12]=4)=[CH:14][N:15]=[C:16]3[CH:21]=2)[CH2:23][CH2:24]1)([CH3:31])[CH3:28]. (9) Given the reactants C(=O)([O-])[O-].[K+].[K+].[I-].C([N+]1(C)[CH2:20][CH2:19][C:18](=[O:21])[CH2:17][CH2:16]1)C1C=CC=CC=1.[NH2:23][C:24]1[CH:25]=[CH:26][C:27]([F:34])=[C:28]([CH:33]=1)[C:29]([O:31][CH3:32])=[O:30].C(O)C, predict the reaction product. The product is: [F:34][C:27]1[CH:26]=[CH:25][C:24]([N:23]2[CH2:20][CH2:19][C:18](=[O:21])[CH2:17][CH2:16]2)=[CH:33][C:28]=1[C:29]([O:31][CH3:32])=[O:30].